Dataset: Peptide-MHC class II binding affinity with 134,281 pairs from IEDB. Task: Regression. Given a peptide amino acid sequence and an MHC pseudo amino acid sequence, predict their binding affinity value. This is MHC class II binding data. The peptide sequence is PPTVTIFKISKTVSE. The MHC is DRB5_0101 with pseudo-sequence DRB5_0101. The binding affinity (normalized) is 0.370.